This data is from Reaction yield outcomes from USPTO patents with 853,638 reactions. The task is: Predict the reaction yield, written as a fraction of the theoretical maximum amount of product (1.0 means a 100% yield; for example, 0.34 means a 34% yield). (1) The reactants are [F:1][C:2]1[CH:7]=[C:6]([F:8])[CH:5]=[CH:4][C:3]=1[C:9]1[N:10]=[N:11][N:12]([CH:14]2[CH2:18][NH:17][CH:16]([C:19]([N:21]3[CH2:26][CH2:25][N:24]([C:27]4[CH:34]=[CH:33][CH:32]=[CH:31][C:28]=4[C:29]#[N:30])[CH2:23][CH2:22]3)=[O:20])[CH2:15]2)[N:13]=1.[F:35][C:36]1[CH:43]=[CH:42][CH:41]=[CH:40][C:37]=1[CH:38]=O. No catalyst specified. The product is [F:1][C:2]1[CH:7]=[C:6]([F:8])[CH:5]=[CH:4][C:3]=1[C:9]1[N:10]=[N:11][N:12]([C@@H:14]2[CH2:18][N:17]([CH2:38][C:37]3[CH:40]=[CH:41][CH:42]=[CH:43][C:36]=3[F:35])[C@H:16]([C:19]([N:21]3[CH2:22][CH2:23][N:24]([C:27]4[CH:34]=[CH:33][CH:32]=[CH:31][C:28]=4[C:29]#[N:30])[CH2:25][CH2:26]3)=[O:20])[CH2:15]2)[N:13]=1. The yield is 0.0820. (2) The reactants are [N:1]1[CH:2]=[CH:3][N:4]2[CH:9]=[C:8](B(O)O)[CH:7]=[CH:6][C:5]=12.[CH:13]([C:16]1[CH:20]=[C:19]([C:21]([O:23][CH2:24][CH3:25])=[O:22])[NH:18][N:17]=1)([CH3:15])[CH3:14]. No catalyst specified. The product is [CH:13]([C:16]1[CH:20]=[C:19]([C:21]([O:23][CH2:24][CH3:25])=[O:22])[N:18]([C:8]2[CH:7]=[CH:6][C:5]3[N:4]([CH:3]=[CH:2][N:1]=3)[CH:9]=2)[N:17]=1)([CH3:15])[CH3:14]. The yield is 0.110. (3) The reactants are [C:1]([CH2:3][C:4]([NH:6][C:7]1[CH:16]=[C:15]2[C:10]([CH:11]=[C:12]([C:20]3[C:21]([F:37])=[CH:22][C:23]([F:36])=[C:24]([NH:26][C:27](=[O:35])OC4C=CC=CC=4)[CH:25]=3)[C:13](=[O:19])[N:14]2[CH2:17][CH3:18])=[CH:9][N:8]=1)=[O:5])#[N:2].[NH2:38][C:39]1[CH:44]=[CH:43][CH:42]=[CH:41][CH:40]=1. The catalyst is CS(C)=O. The product is [C:1]([CH2:3][C:4]([NH:6][C:7]1[CH:16]=[C:15]2[C:10]([CH:11]=[C:12]([C:20]3[CH:25]=[C:24]([NH:26][C:27]([NH:38][C:39]4[CH:44]=[CH:43][CH:42]=[CH:41][CH:40]=4)=[O:35])[C:23]([F:36])=[CH:22][C:21]=3[F:37])[C:13](=[O:19])[N:14]2[CH2:17][CH3:18])=[CH:9][N:8]=1)=[O:5])#[N:2]. The yield is 0.130. (4) The yield is 0.760. The catalyst is O.C(OCC)(=O)C.C1(C)C=CC=CC=1. The reactants are Cl[CH2:2][CH2:3][CH2:4][C:5]([C:7]1[CH:12]=[CH:11][C:10]([CH2:13][CH:14]([C:19]([O:21][CH3:22])=[O:20])[C:15]([O:17][CH3:18])=[O:16])=[CH:9][CH:8]=1)=[O:6].C(=O)([O-])[O-].[K+].[K+].[N:29]1[CH:34]=[CH:33][C:32]([C:35]([OH:48])([C:42]2[CH:47]=[CH:46][CH:45]=[CH:44][CH:43]=2)[C:36]2[CH:41]=[CH:40][CH:39]=[CH:38][CH:37]=2)=[CH:31][CH:30]=1. The product is [OH:48][C:35]([C:42]1[CH:47]=[CH:46][CH:45]=[CH:44][CH:43]=1)([C:36]1[CH:37]=[CH:38][CH:39]=[CH:40][CH:41]=1)[CH:32]1[CH2:33][CH2:34][N:29]([CH2:2][CH2:3][CH2:4][C:5]([C:7]2[CH:12]=[CH:11][C:10]([CH2:13][CH:14]([C:19]([O:21][CH3:22])=[O:20])[C:15]([O:17][CH3:18])=[O:16])=[CH:9][CH:8]=2)=[O:6])[CH2:30][CH2:31]1. (5) The reactants are [NH2:1][CH2:2][C@@H:3]1[C@H:7]2[O:8][C:9]([CH3:12])([CH3:11])[O:10][C@H:6]2[C@H:5]([N:13]2[C:17]3[N:18]=[CH:19][N:20]=[C:21]([NH:22][CH2:23][C:24]4[CH:29]=[CH:28][C:27]([O:30][CH3:31])=[CH:26][C:25]=4[O:32][CH3:33])[C:16]=3[CH:15]=[CH:14]2)[CH2:4]1.[Cl:34][C:35]1[C:36]([C:51]([F:54])([F:53])[F:52])=[CH:37][C:38]2[N:42]=[C:41]([CH2:43][CH2:44][CH:45]3[CH2:48][C:47](=O)[CH2:46]3)[NH:40][C:39]=2[CH:50]=1.C(O)(=O)C.C(O[BH-](OC(=O)C)OC(=O)C)(=O)C.[Na+]. The catalyst is ClCCCl.C(Cl)Cl. The product is [Cl:34][C:35]1[C:36]([C:51]([F:54])([F:52])[F:53])=[CH:37][C:38]2[N:42]=[C:41]([CH2:43][CH2:44][CH:45]3[CH2:46][CH:47]([NH:1][CH2:2][C@@H:3]4[C@H:7]5[O:8][C:9]([CH3:12])([CH3:11])[O:10][C@H:6]5[C@H:5]([N:13]5[C:17]6[N:18]=[CH:19][N:20]=[C:21]([NH:22][CH2:23][C:24]7[CH:29]=[CH:28][C:27]([O:30][CH3:31])=[CH:26][C:25]=7[O:32][CH3:33])[C:16]=6[CH:15]=[CH:14]5)[CH2:4]4)[CH2:48]3)[NH:40][C:39]=2[CH:50]=1. The yield is 0.710. (6) The reactants are [Br:1][C:2]1[CH:7]=[CH:6][CH:5]=[C:4]([CH3:8])[C:3]=1[Cl:9].[Br:10]N1C(=O)CCC1=O.C(OOC(=O)C1C=CC=CC=1)(=O)C1C=CC=CC=1. The catalyst is C(Cl)(Cl)(Cl)Cl. The product is [Br:1][C:2]1[CH:7]=[CH:6][CH:5]=[C:4]([CH2:8][Br:10])[C:3]=1[Cl:9]. The yield is 0.460. (7) The reactants are [F:1][C:2]1[CH:7]=[CH:6][C:5]([CH:8]2[CH2:13][CH2:12][C:11]3[C:14]([C:22]([N:24]([CH3:26])[CH3:25])=[O:23])=[CH:15][C:16]4[NH:17][C:18]([CH3:21])=[N:19][C:20]=4[C:10]=3[O:9]2)=[CH:4][CH:3]=1.[H-].[Na+].Br[CH2:30][C:31]1[CH:35]=[CH:34][O:33][N:32]=1. The catalyst is CN(C)C=O. The product is [F:1][C:2]1[CH:7]=[CH:6][C:5]([CH:8]2[CH2:13][CH2:12][C:11]3[C:14]([C:22]([N:24]([CH3:25])[CH3:26])=[O:23])=[CH:15][C:16]4[N:17]=[C:18]([CH3:21])[N:19]([CH2:30][C:31]5[CH:35]=[CH:34][O:33][N:32]=5)[C:20]=4[C:10]=3[O:9]2)=[CH:4][CH:3]=1. The yield is 0.380. (8) The catalyst is O1CCCC1. The product is [CH3:1][N:2]1[C:10]2[CH:9]=[C:8]3[O:11][CH2:12][CH2:13][O:14][C:7]3=[CH:6][C:5]=2[C:4]([C:15]2[CH:20]=[CH:19][CH:18]=[CH:17][C:16]=2[N+:21]([O-:23])=[O:22])([C:37]([O:39][CH3:40])=[O:38])[C:3]1=[O:24]. The reactants are [CH3:1][N:2]1[C:10]2[CH:9]=[C:8]3[O:11][CH2:12][CH2:13][O:14][C:7]3=[CH:6][C:5]=2[CH:4]([C:15]2[CH:20]=[CH:19][CH:18]=[CH:17][C:16]=2[N+:21]([O-:23])=[O:22])[C:3]1=[O:24].C[Si]([N-][Si](C)(C)C)(C)C.[Li+].C([C:37]([O:39][CH3:40])=[O:38])#N.Cl. The yield is 0.440. (9) The catalyst is C(O)(=O)C.Cl. The product is [ClH:31].[ClH:31].[NH:12]1[C:13]2[C:18](=[CH:17][CH:16]=[CH:15][CH:14]=2)[C:10]([CH2:9][C@@H:8]([NH2:7])[C:19]2[NH:20][CH:21]=[C:22]([C:24]3[CH:29]=[CH:28][N:27]=[CH:26][CH:25]=3)[N:23]=2)=[CH:11]1. The reactants are C(OC(=O)[NH:7][C@@H:8]([C:19]1[NH:20][CH:21]=[C:22]([C:24]2[CH:29]=[CH:28][N:27]=[CH:26][CH:25]=2)[N:23]=1)[CH2:9][C:10]1[C:18]2[C:13](=[CH:14][CH:15]=[CH:16][CH:17]=2)[NH:12][CH:11]=1)(C)(C)C.[ClH:31].[ClH:31].[NH:12]1[C:13]2[C:18](=[CH:17][CH:16]=[CH:15][CH:14]=2)[C:10]([CH2:9][C@@H:8]([NH2:7])[C:19]2[NH:20][CH:21]=[C:22]([C:24]3[CH:29]=[CH:28][N:27]=[CH:26][CH:25]=3)[N:23]=2)=[CH:11]1. The yield is 0.940. (10) The reactants are [N:1]([CH2:4][C@H:5]1[CH2:10][N:9](C(OC(C)(C)C)=O)[C:8]2[CH:18]=[CH:19][CH:20]=[C:21]([Br:22])[C:7]=2[O:6]1)=[N+:2]=[N-:3].FC(F)(F)C(O)=O. The catalyst is ClCCl. The product is [N:1]([CH2:4][C@H:5]1[CH2:10][NH:9][C:8]2[CH:18]=[CH:19][CH:20]=[C:21]([Br:22])[C:7]=2[O:6]1)=[N+:2]=[N-:3]. The yield is 0.890.